This data is from Full USPTO retrosynthesis dataset with 1.9M reactions from patents (1976-2016). The task is: Predict the reactants needed to synthesize the given product. (1) Given the product [S:17]=[C:14]1[NH:13][CH:12]([CH2:11][O:10][C:1](=[O:8])[C:2]2[CH:7]=[CH:6][CH:5]=[CH:4][CH:3]=2)[CH2:16][O:15]1, predict the reactants needed to synthesize it. The reactants are: [C:1](Cl)(=[O:8])[C:2]1[CH:7]=[CH:6][CH:5]=[CH:4][CH:3]=1.[OH:10][CH2:11][CH:12]1[CH2:16][O:15][C:14](=[S:17])[NH:13]1.C(N(CC)CC)C. (2) Given the product [C:1]([O:8][CH2:20][CH2:21][CH2:22][CH3:23])(=[O:7])[CH2:2][CH2:3][C:4]([CH3:6])=[O:5], predict the reactants needed to synthesize it. The reactants are: [C:1]([OH:8])(=[O:7])[CH2:2][CH2:3][C:4]([CH3:6])=[O:5].C(O)=O.OS(C(F)(F)F)(=O)=O.[CH2:20]=[CH:21][CH2:22][CH3:23].